This data is from Forward reaction prediction with 1.9M reactions from USPTO patents (1976-2016). The task is: Predict the product of the given reaction. (1) Given the reactants [C:1]([O:5][C:6](=[O:30])[NH:7][C:8]1[CH:29]=[N:28][C:11]2[O:12][C@@H:13]([CH2:26]O)[CH2:14][N:15]([S:16]([C:19]3[CH:24]=[CH:23][CH:22]=[C:21]([Cl:25])[CH:20]=3)(=[O:18])=[O:17])[C:10]=2[CH:9]=1)([CH3:4])([CH3:3])[CH3:2].[O:31]1[CH2:35][C:34](=[O:36])[NH:33][C:32]1=[O:37].C1(P(C2C=CC=CC=2)C2C=CC=CC=2)C=CC=CC=1.CC(OC(/N=N/C(OC(C)C)=O)=O)C, predict the reaction product. The product is: [C:1]([O:5][C:6](=[O:30])[NH:7][C:8]1[CH:29]=[N:28][C:11]2[O:12][C@@H:13]([CH2:26][N:33]3[C:34](=[O:36])[CH2:35][O:31][C:32]3=[O:37])[CH2:14][N:15]([S:16]([C:19]3[CH:24]=[CH:23][CH:22]=[C:21]([Cl:25])[CH:20]=3)(=[O:17])=[O:18])[C:10]=2[CH:9]=1)([CH3:2])([CH3:3])[CH3:4]. (2) Given the reactants [NH:1]1[CH:5]=[CH:4][CH:3]=[N:2]1.C(=O)([O-])[O-].[K+].[K+].Br[CH2:13][CH:14]=[CH:15][CH3:16], predict the reaction product. The product is: [CH2:16]([N:1]1[CH:5]=[CH:4][CH:3]=[N:2]1)[CH2:15][CH:14]=[CH2:13]. (3) Given the reactants C([O:8][CH2:9][C:10]1[N:11]([C:18]2[CH:23]=[CH:22][N:21]=[CH:20][CH:19]=2)[CH:12]=[C:13]([CH:15]([CH3:17])[CH3:16])[N:14]=1)C1C=CC=CC=1.O.C1(C)C=CC=CC=1, predict the reaction product. The product is: [OH:8][CH2:9][C:10]1[N:11]([C:18]2[CH:19]=[CH:20][N:21]=[CH:22][CH:23]=2)[CH:12]=[C:13]([CH:15]([CH3:17])[CH3:16])[N:14]=1. (4) The product is: [CH3:26][O:25][C:23]1[CH:24]=[C:19]([CH2:18][CH2:17][C:14]2[CH:15]=[CH:16][C:11]([NH:10][C:5]3[CH:6]=[CH:7][CH:8]=[CH:9][C:4]=3[C:3]([OH:31])=[O:2])=[CH:12][CH:13]=2)[CH:20]=[C:21]([O:29][CH3:30])[C:22]=1[O:27][CH3:28]. Given the reactants C[O:2][C:3](=[O:31])[C:4]1[CH:9]=[CH:8][CH:7]=[CH:6][C:5]=1[NH:10][C:11]1[CH:16]=[CH:15][C:14]([CH2:17][CH2:18][C:19]2[CH:24]=[C:23]([O:25][CH3:26])[C:22]([O:27][CH3:28])=[C:21]([O:29][CH3:30])[CH:20]=2)=[CH:13][CH:12]=1, predict the reaction product. (5) Given the reactants Br[C:2]1[CH:7]=[CH:6][C:5]([S:8]([CH3:11])(=[O:10])=[O:9])=[CH:4][CH:3]=1.[NH:12]1[CH2:17][CH2:16][NH:15][CH2:14][CH2:13]1.C1C=CC(P(C2C(C3C(P(C4C=CC=CC=4)C4C=CC=CC=4)=CC=C4C=3C=CC=C4)=C3C(C=CC=C3)=CC=2)C2C=CC=CC=2)=CC=1.CC(C)([O-])C.[Na+], predict the reaction product. The product is: [CH3:11][S:8]([C:5]1[CH:6]=[CH:7][C:2]([N:12]2[CH2:17][CH2:16][NH:15][CH2:14][CH2:13]2)=[CH:3][CH:4]=1)(=[O:10])=[O:9].